Task: Regression. Given two drug SMILES strings and cell line genomic features, predict the synergy score measuring deviation from expected non-interaction effect.. Dataset: NCI-60 drug combinations with 297,098 pairs across 59 cell lines (1) Drug 1: C1CC(=O)NC(=O)C1N2CC3=C(C2=O)C=CC=C3N. Drug 2: C1C(C(OC1N2C=NC3=C2NC=NCC3O)CO)O. Cell line: SF-539. Synergy scores: CSS=2.97, Synergy_ZIP=-2.51, Synergy_Bliss=-2.53, Synergy_Loewe=-0.987, Synergy_HSA=-0.939. (2) Drug 1: CC1C(C(CC(O1)OC2CC(OC(C2O)C)OC3=CC4=CC5=C(C(=O)C(C(C5)C(C(=O)C(C(C)O)O)OC)OC6CC(C(C(O6)C)O)OC7CC(C(C(O7)C)O)OC8CC(C(C(O8)C)O)(C)O)C(=C4C(=C3C)O)O)O)O. Drug 2: CS(=O)(=O)OCCCCOS(=O)(=O)C. Cell line: HS 578T. Synergy scores: CSS=11.0, Synergy_ZIP=-2.03, Synergy_Bliss=-2.64, Synergy_Loewe=-41.9, Synergy_HSA=-2.73. (3) Drug 1: CC12CCC3C(C1CCC2NC(=O)OCC(F)(F)F)CCC4C3(C=CC(=O)N4C)C. Drug 2: B(C(CC(C)C)NC(=O)C(CC1=CC=CC=C1)NC(=O)C2=NC=CN=C2)(O)O. Cell line: HT29. Synergy scores: CSS=36.2, Synergy_ZIP=-0.974, Synergy_Bliss=-1.21, Synergy_Loewe=-9.56, Synergy_HSA=-1.04. (4) Drug 1: C1CN1C2=NC(=NC(=N2)N3CC3)N4CC4. Drug 2: CN(C(=O)NC(C=O)C(C(C(CO)O)O)O)N=O. Cell line: HOP-92. Synergy scores: CSS=27.3, Synergy_ZIP=-8.74, Synergy_Bliss=-0.217, Synergy_Loewe=-34.6, Synergy_HSA=1.13. (5) Drug 1: CCC1(CC2CC(C3=C(CCN(C2)C1)C4=CC=CC=C4N3)(C5=C(C=C6C(=C5)C78CCN9C7C(C=CC9)(C(C(C8N6C=O)(C(=O)OC)O)OC(=O)C)CC)OC)C(=O)OC)O.OS(=O)(=O)O. Drug 2: CC1=C(C(=O)C2=C(C1=O)N3CC4C(C3(C2COC(=O)N)OC)N4)N. Cell line: IGROV1. Synergy scores: CSS=9.73, Synergy_ZIP=-3.92, Synergy_Bliss=0.0617, Synergy_Loewe=-4.54, Synergy_HSA=-2.15. (6) Drug 1: CCC1=C2CN3C(=CC4=C(C3=O)COC(=O)C4(CC)O)C2=NC5=C1C=C(C=C5)O. Drug 2: C1=NC2=C(N1)C(=S)N=CN2. Cell line: SN12C. Synergy scores: CSS=38.3, Synergy_ZIP=-9.02, Synergy_Bliss=-3.32, Synergy_Loewe=-5.19, Synergy_HSA=-2.70. (7) Drug 1: C1CCC(CC1)NC(=O)N(CCCl)N=O. Drug 2: C1=NC2=C(N=C(N=C2N1C3C(C(C(O3)CO)O)O)F)N. Cell line: EKVX. Synergy scores: CSS=0.573, Synergy_ZIP=-1.43, Synergy_Bliss=-3.56, Synergy_Loewe=-8.32, Synergy_HSA=-6.35.